This data is from Reaction yield outcomes from USPTO patents with 853,638 reactions. The task is: Predict the reaction yield, written as a fraction of the theoretical maximum amount of product (1.0 means a 100% yield; for example, 0.34 means a 34% yield). (1) The reactants are [N+:1]([C:4]1[CH:5]=[N:6][CH:7]=[CH:8][C:9]=1[C@@H:10]1[O:15][C@@H:14]2[CH2:16][CH2:17][CH2:18][C@:13]2([OH:19])[C@H:12]([OH:20])[CH2:11]1)([O-:3])=[O:2].[C:21](OC(=O)C)(=[O:23])[CH3:22]. The catalyst is N1C=CC=CC=1. The product is [C:21]([O:20][C@@H:12]1[CH2:11][C@H:10]([C:9]2[CH:8]=[CH:7][N:6]=[CH:5][C:4]=2[N+:1]([O-:3])=[O:2])[O:15][C@@H:14]2[CH2:16][CH2:17][CH2:18][C@:13]12[OH:19])(=[O:23])[CH3:22]. The yield is 0.760. (2) The reactants are [C:1]([O:5][C:6]([NH:8][C:9]([CH3:14])([CH3:13])[C:10](O)=[O:11])=[O:7])([CH3:4])([CH3:3])[CH3:2].C(OC(OC(C)(C)C)=O)(OC(C)(C)C)=O.[N:30]1C=CC=CC=1.N. The catalyst is C(#N)C. The product is [NH2:30][C:10](=[O:11])[C:9]([NH:8][C:6](=[O:7])[O:5][C:1]([CH3:4])([CH3:3])[CH3:2])([CH3:14])[CH3:13]. The yield is 0.880. (3) The reactants are C([Mg]Cl)(C)C.I[C:7]1[C:8]2[CH:15]=[CH:14][NH:13][C:9]=2[N:10]=[CH:11][N:12]=1.CC1C=CC=C(C)C=1[Mg]Br.CON(C)[C:29](=[O:37])[C:30]1[CH:35]=[CH:34][CH:33]=[CH:32][C:31]=1[CH3:36].[Cl-].[NH4+]. The catalyst is O1CCCC1. The product is [N:10]1[C:9]2[NH:13][CH:14]=[CH:15][C:8]=2[C:7]([C:29]([C:30]2[CH:35]=[CH:34][CH:33]=[CH:32][C:31]=2[CH3:36])=[O:37])=[N:12][CH:11]=1. The yield is 0.680. (4) The reactants are [CH3:1][O:2][C:3](=[O:30])[C:4](=[CH:9][C:10]1[CH:15]=[CH:14][C:13]([O:16][CH2:17][CH2:18][C:19]2[CH:24]=[CH:23][C:22]([O:25][S:26]([CH3:29])(=[O:28])=[O:27])=[CH:21][CH:20]=2)=[CH:12][CH:11]=1)[C:5]([O:7][CH3:8])=[O:6].C(O)(=O)C. The catalyst is C(OCC)(=O)C.[Pd]. The product is [CH3:1][O:2][C:3](=[O:30])[CH:4]([CH2:9][C:10]1[CH:11]=[CH:12][C:13]([O:16][CH2:17][CH2:18][C:19]2[CH:20]=[CH:21][C:22]([O:25][S:26]([CH3:29])(=[O:27])=[O:28])=[CH:23][CH:24]=2)=[CH:14][CH:15]=1)[C:5]([O:7][CH3:8])=[O:6]. The yield is 1.00. (5) The reactants are [C@H:1]1([NH:10][C:11]2[C:12]3[CH:19]=[CH:18][N:17]([C@H:20]4[CH2:24][C@H:23]([OH:25])[C@H:22]([CH2:26][OH:27])[CH2:21]4)[C:13]=3[N:14]=[CH:15][N:16]=2)[C:9]2[C:4](=[CH:5][CH:6]=[CH:7][CH:8]=2)[CH2:3][CH2:2]1.C(C1C=C(C)C=C(C(C)(C)C)N=1)(C)(C)C.[C:43]([O:47][C:48](=[O:54])[NH:49][S:50](Cl)(=[O:52])=[O:51])([CH3:46])([CH3:45])[CH3:44]. The catalyst is C(C#N)(C)=O. The product is [C@H:1]1([NH:10][C:11]2[C:12]3[CH:19]=[CH:18][N:17]([C@@H:20]4[CH2:21][C@@H:22]([CH2:26][O:27][S:50]([NH:49][C:48](=[O:54])[O:47][C:43]([CH3:45])([CH3:44])[CH3:46])(=[O:51])=[O:52])[C@@H:23]([OH:25])[CH2:24]4)[C:13]=3[N:14]=[CH:15][N:16]=2)[C:9]2[C:4](=[CH:5][CH:6]=[CH:7][CH:8]=2)[CH2:3][CH2:2]1. The yield is 0.370.